Task: Predict the reactants needed to synthesize the given product.. Dataset: Full USPTO retrosynthesis dataset with 1.9M reactions from patents (1976-2016) (1) The reactants are: Br[C:2]1[C:10]2[C:5](=[N:6][CH:7]=[N:8][C:9]=2[NH:11][C:12]2[CH:13]=[C:14]3[C:18](=[CH:19][C:20]=2[O:21][CH3:22])[NH:17][N:16]=[CH:15]3)[NH:4][N:3]=1.[N:23]1[CH:28]=[CH:27][CH:26]=[C:25](B(O)O)[CH:24]=1. Given the product [CH3:22][O:21][C:20]1[CH:19]=[C:18]2[C:14]([CH:15]=[N:16][NH:17]2)=[CH:13][C:12]=1[NH:11][C:9]1[N:8]=[CH:7][N:6]=[C:5]2[NH:4][N:3]=[C:2]([C:25]3[CH:24]=[N:23][CH:28]=[CH:27][CH:26]=3)[C:10]=12, predict the reactants needed to synthesize it. (2) The reactants are: [O:1]1[CH:5]=[CH:4][CH:3]=[C:2]1/[CH:6]=[CH:7]/[C:8]1C(=O)[C:11](=[O:14])[C:10]2([CH2:19][CH2:18][CH2:17][CH2:16][CH2:15]2)[N:9]=1.[NH2:20][C@H:21]([C:26]([OH:28])=[O:27])[CH2:22][CH2:23][S:24][CH3:25].C(OCC)(=[O:31])C.Cl. Given the product [O:1]1[CH:5]=[CH:4][CH:3]=[C:2]1/[CH:6]=[CH:7]/[C:8]([NH:9][C:10]1([C:11]([NH:20][C@H:21]([C:26]([OH:28])=[O:27])[CH2:22][CH2:23][S:24][CH3:25])=[O:14])[CH2:15][CH2:16][CH2:17][CH2:18][CH2:19]1)=[O:31], predict the reactants needed to synthesize it. (3) Given the product [CH3:1][O:2][C:3]1[CH:4]=[C:5]([CH:9]=[CH:10][C:11]=1[O:12][CH3:13])[C:6]([C:15]1[CH:23]=[CH:22][C:21]([O:24][CH3:25])=[CH:20][C:16]=1[C:17]([OH:19])=[O:18])=[O:7], predict the reactants needed to synthesize it. The reactants are: [CH3:1][O:2][C:3]1[CH:4]=[C:5]([CH:9]=[CH:10][C:11]=1[O:12][CH3:13])[C:6](Cl)=[O:7].Br[C:15]1[CH:23]=[CH:22][C:21]([O:24][CH3:25])=[CH:20][C:16]=1[C:17]([OH:19])=[O:18].